Dataset: Forward reaction prediction with 1.9M reactions from USPTO patents (1976-2016). Task: Predict the product of the given reaction. (1) The product is: [C:1]([O:5][C:6]([N:8]1[CH2:9][CH2:10][CH:11]([CH:14]([C:16]2[CH:21]=[CH:20][C:19]([Br:22])=[CH:18][CH:17]=2)[O:15][C:28]2[CH:29]=[CH:30][CH:31]=[C:26]([F:25])[N:27]=2)[CH2:12][CH2:13]1)=[O:7])([CH3:4])([CH3:2])[CH3:3]. Given the reactants [C:1]([O:5][C:6]([N:8]1[CH2:13][CH2:12][CH:11]([CH:14]([C:16]2[CH:21]=[CH:20][C:19]([Br:22])=[CH:18][CH:17]=2)[OH:15])[CH2:10][CH2:9]1)=[O:7])([CH3:4])([CH3:3])[CH3:2].[H-].[Na+].[F:25][C:26]1[CH:31]=[CH:30][CH:29]=[C:28](F)[N:27]=1, predict the reaction product. (2) Given the reactants [CH3:1][C:2]1([OH:12])[CH:9]2[CH2:10][CH:5]3[CH2:6][CH:7]([CH2:11][CH:3]1[CH2:4]3)[CH2:8]2.C(N(CC)CC)C.[F:20][C:21]([CH:24]=[CH:25]C(Cl)=O)([F:23])[F:22].[O:29]1CCC[CH2:30]1, predict the reaction product. The product is: [F:23][C:21]([F:20])([F:22])[C:24](=[CH2:25])[C:30]([O:12][C:2]1([CH3:1])[CH:3]2[CH2:11][CH:7]3[CH2:6][CH:5]([CH2:10][CH:9]1[CH2:8]3)[CH2:4]2)=[O:29]. (3) Given the reactants Br[C:2]1[C:3]2[N:4]([N:9]=[C:10]([NH2:12])[N:11]=2)[CH:5]=[C:6]([CH3:8])[CH:7]=1.[C:13]([CH2:15][C:16]1[CH:21]=[CH:20][C:19](B(O)O)=[CH:18][CH:17]=1)#[N:14], predict the reaction product. The product is: [NH2:12][C:10]1[N:11]=[C:3]2[C:2]([C:19]3[CH:20]=[CH:21][C:16]([CH2:15][C:13]#[N:14])=[CH:17][CH:18]=3)=[CH:7][C:6]([CH3:8])=[CH:5][N:4]2[N:9]=1.